Dataset: TCR-epitope binding with 47,182 pairs between 192 epitopes and 23,139 TCRs. Task: Binary Classification. Given a T-cell receptor sequence (or CDR3 region) and an epitope sequence, predict whether binding occurs between them. (1) The epitope is HLVDFQVTI. The TCR CDR3 sequence is CASSPGTSGGYEQYF. Result: 1 (the TCR binds to the epitope). (2) Result: 1 (the TCR binds to the epitope). The TCR CDR3 sequence is CASTQGSTDTQYF. The epitope is KLVALGINAV.